Predict the reactants needed to synthesize the given product. From a dataset of Full USPTO retrosynthesis dataset with 1.9M reactions from patents (1976-2016). (1) Given the product [Cl:1][C:2]1[C:12]2[CH2:11][CH2:10][CH2:9][C:8]([C:13]3[CH:18]=[CH:17][C:16]([F:19])=[C:15]([O:20][CH3:21])[CH:14]=3)=[C:7]([CH2:22][CH2:23][CH2:24][CH2:25][CH2:26][CH2:27][OH:28])[C:6]=2[CH:5]=[CH:4][C:3]=1[O:29][CH3:30], predict the reactants needed to synthesize it. The reactants are: [Cl:1][C:2]1[C:12]2[CH2:11][CH2:10][CH2:9][C:8]([C:13]3[CH:18]=[CH:17][C:16]([F:19])=[C:15]([O:20][CH3:21])[CH:14]=3)=[C:7]([C:22]#[C:23][CH2:24][CH2:25][CH2:26][CH2:27][OH:28])[C:6]=2[CH:5]=[CH:4][C:3]=1[O:29][CH3:30].[OH-].[K+]. (2) Given the product [CH:26]1([NH:29][CH:20]([C:18]2[CH:17]=[CH:16][C:15]([O:23][CH3:24])=[C:14]([C:13]#[C:12][CH2:11][NH:10][C:9](=[O:25])[O:8][CH2:1][C:2]3[CH:7]=[CH:6][CH:5]=[CH:4][CH:3]=3)[CH:19]=2)[CH3:21])[CH2:28][CH2:27]1, predict the reactants needed to synthesize it. The reactants are: [CH2:1]([O:8][C:9](=[O:25])[NH:10][CH2:11][C:12]#[C:13][C:14]1[CH:19]=[C:18]([C:20](=O)[CH3:21])[CH:17]=[CH:16][C:15]=1[O:23][CH3:24])[C:2]1[CH:7]=[CH:6][CH:5]=[CH:4][CH:3]=1.[CH:26]1([NH2:29])[CH2:28][CH2:27]1. (3) Given the product [Br:1][C:2]1[CH:7]=[C:6]([F:8])[C:5]([F:9])=[CH:4][C:3]=1[O:10][C@H:17]([CH2:12][CH:13]=[CH2:14])[CH3:16], predict the reactants needed to synthesize it. The reactants are: [Br:1][C:2]1[CH:7]=[C:6]([F:8])[C:5]([F:9])=[CH:4][C:3]=1[OH:10].Br[C:12]1[CH:17]=[CH:16]C(F)=[CH:14][C:13]=1O[C@H](CC=C)C. (4) Given the product [C:17]1([S:23]([N:1]2[C:9]3[C:4](=[CH:5][CH:6]=[CH:7][CH:8]=3)[CH:3]=[C:2]2[C:10]([O:12][CH2:13][CH3:14])=[O:11])(=[O:25])=[O:24])[CH:22]=[CH:21][CH:20]=[CH:19][CH:18]=1, predict the reactants needed to synthesize it. The reactants are: [NH:1]1[C:9]2[C:4](=[CH:5][CH:6]=[CH:7][CH:8]=2)[CH:3]=[C:2]1[C:10]([O:12][CH2:13][CH3:14])=[O:11].[H-].[Na+].[C:17]1([S:23](Cl)(=[O:25])=[O:24])[CH:22]=[CH:21][CH:20]=[CH:19][CH:18]=1.ClCCl. (5) Given the product [CH3:29][C:24]1[CH:23]=[C:20]([CH:19]=[CH:26][CH:25]=1)[CH2:21][NH:22][C:2]1[CH:16]=[CH:15][C:5]2[C:6](=[O:14])[NH:7][C:8]3[C:13]([C:4]=2[CH:3]=1)=[CH:12][CH:11]=[CH:10][N:9]=3, predict the reactants needed to synthesize it. The reactants are: Cl[C:2]1[CH:16]=[CH:15][C:5]2[C:6](=[O:14])[NH:7][C:8]3[C:13]([C:4]=2[CH:3]=1)=[CH:12][CH:11]=[CH:10][N:9]=3.FC(F)(F)[C:19]1[CH:26]=[CH:25][CH:24]=[CH:23][C:20]=1[CH2:21][NH2:22].[CH:29]1(P(C2CCCCC2)C2C=CC=CC=2C2C(C(C)C)=CC(C(C)C)=CC=2C(C)C)CCCCC1.CC(C)([O-])C.[Na+]. (6) Given the product [CH3:23][O:24][C:25](=[O:54])[C:26]([C:29]1[CH:30]=[CH:31][C:32]([C:22]#[C:21][C:9]2[CH:10]=[C:11]3[C:16](=[C:7]([CH2:6][N:4]([CH:1]4[CH2:2][CH2:3]4)[CH3:5])[CH:8]=2)[O:15][C:14]([CH3:17])([CH3:18])[CH2:13][C:12]3([CH3:20])[CH3:19])=[CH:33][CH:34]=1)([CH3:28])[CH3:27], predict the reactants needed to synthesize it. The reactants are: [CH:1]1([N:4]([CH2:6][C:7]2[CH:8]=[C:9]([C:21]#[CH:22])[CH:10]=[C:11]3[C:16]=2[O:15][C:14]([CH3:18])([CH3:17])[CH2:13][C:12]3([CH3:20])[CH3:19])[CH3:5])[CH2:3][CH2:2]1.[CH3:23][O:24][C:25](=[O:54])[C:26]([C:29]1[CH:34]=[CH:33][C:32](C#CC2C=C(C3CC3)C3OC4(CC4)CC(C)(C)C=3C=2)=[CH:31][CH:30]=1)([CH3:28])[CH3:27].C(N(CC)CC)C.C(OCC)(=O)C. (7) Given the product [Cl:1][C:2]1[CH:21]=[C:20]([Cl:22])[CH:19]=[CH:18][C:3]=1[CH2:4][N:5]1[C:9]2[CH:10]=[C:11]([CH2:15][O:16][C:24]3[CH:25]=[C:26]([CH:31]=[CH:32][CH:33]=3)[C:27]([O:29][CH3:30])=[O:28])[CH:12]=[C:13]([CH3:14])[C:8]=2[N:7]=[C:6]1[CH3:17], predict the reactants needed to synthesize it. The reactants are: [Cl:1][C:2]1[CH:21]=[C:20]([Cl:22])[CH:19]=[CH:18][C:3]=1[CH2:4][N:5]1[C:9]2[CH:10]=[C:11]([CH2:15][OH:16])[CH:12]=[C:13]([CH3:14])[C:8]=2[N:7]=[C:6]1[CH3:17].O[C:24]1[CH:25]=[C:26]([CH:31]=[CH:32][CH:33]=1)[C:27]([O:29][CH3:30])=[O:28]. (8) Given the product [CH2:9]([S:11]([C:14]1[CH:19]=[CH:18][C:17]([C:5]2[CH:6]=[CH:7][C:2]([NH2:1])=[N:3][CH:4]=2)=[CH:16][CH:15]=1)(=[O:12])=[O:13])[CH3:10], predict the reactants needed to synthesize it. The reactants are: [NH2:1][C:2]1[CH:7]=[CH:6][C:5](Br)=[CH:4][N:3]=1.[CH2:9]([S:11]([C:14]1[CH:19]=[CH:18][C:17](B(O)O)=[CH:16][CH:15]=1)(=[O:13])=[O:12])[CH3:10].C([O-])([O-])=O.[Na+].[Na+]. (9) Given the product [Br:1][C:2]1[CH:3]=[C:4]2[N:12]=[N:13][N:8]([CH:9]([CH3:10])[CH3:11])[C:5]2=[N:6][CH:7]=1, predict the reactants needed to synthesize it. The reactants are: [Br:1][C:2]1[CH:3]=[C:4]([NH2:12])[C:5]([NH:8][CH:9]([CH3:11])[CH3:10])=[N:6][CH:7]=1.[N:13]([O-])=O.[Na+].[OH-].[Na+]. (10) Given the product [C:1]([C:5]1[CH:10]=[CH:9][C:8]([N:11]([CH2:12][CH2:13][C:14]([O:16][CH2:17][CH3:18])=[O:15])[C:22](=[O:23])[CH2:21][C:19]#[N:20])=[CH:7][CH:6]=1)([CH3:4])([CH3:2])[CH3:3], predict the reactants needed to synthesize it. The reactants are: [C:1]([C:5]1[CH:10]=[CH:9][C:8]([NH:11][CH2:12][CH2:13][C:14]([O:16][CH2:17][CH3:18])=[O:15])=[CH:7][CH:6]=1)([CH3:4])([CH3:3])[CH3:2].[C:19]([CH2:21][C:22](O)=[O:23])#[N:20].CCCCCCC.